Predict the reaction yield, written as a fraction of the theoretical maximum amount of product (1.0 means a 100% yield; for example, 0.34 means a 34% yield). From a dataset of Reaction yield outcomes from USPTO patents with 853,638 reactions. (1) The reactants are [O:1]1[CH:5]=[CH:4][CH:3]=[C:2]1[C:6](=O)[CH2:7][C:8]1[CH:9]=[CH:10][C:11](=[O:15])[N:12]([CH3:14])[CH:13]=1.C[N:18](C)C=O.COC(OC)N(C)C.C1C[CH2:39][N:38]2[C:33](=[N:34]CCC2)CC1. The catalyst is CC(O)C. The product is [NH2:18][C:33]1[N:34]=[C:6]([C:2]2[O:1][CH:5]=[CH:4][CH:3]=2)[C:7]([C:8]2[CH:9]=[CH:10][C:11](=[O:15])[N:12]([CH3:14])[CH:13]=2)=[CH:39][N:38]=1. The yield is 0.823. (2) The reactants are Cl.[NH2:2][CH2:3][C:4]1[CH:13]=[CH:12][C:7]([C:8]([O:10][CH3:11])=[O:9])=[CH:6][N:5]=1.C(N(CC)CC)C.[F:21][C:22]1[CH:27]=[CH:26][C:25]([S:28](Cl)(=[O:30])=[O:29])=[CH:24][C:23]=1[Cl:32]. The catalyst is ClCCl. The product is [Cl:32][C:23]1[CH:24]=[C:25]([S:28]([NH:2][CH2:3][C:4]2[CH:13]=[CH:12][C:7]([C:8]([O:10][CH3:11])=[O:9])=[CH:6][N:5]=2)(=[O:29])=[O:30])[CH:26]=[CH:27][C:22]=1[F:21]. The yield is 0.370. (3) The reactants are [OH:1][C:2]1[CH:3]=[C:4]([C:8]2([C:14]#[N:15])[CH2:13][CH2:12][O:11][CH2:10][CH2:9]2)[CH:5]=[CH:6][CH:7]=1.Cl[CH2:17][CH2:18][CH2:19][N:20]1[CH2:24][CH2:23][CH2:22][CH2:21]1.C([O-])([O-])=O.[K+].[K+]. The catalyst is CN(C=O)C. The product is [N:20]1([CH2:19][CH2:18][CH2:17][O:1][C:2]2[CH:3]=[C:4]([C:8]3([C:14]#[N:15])[CH2:9][CH2:10][O:11][CH2:12][CH2:13]3)[CH:5]=[CH:6][CH:7]=2)[CH2:24][CH2:23][CH2:22][CH2:21]1. The yield is 0.310. (4) The reactants are [O:1]1[C:5]2[CH:6]=[CH:7][CH:8]=[CH:9][C:4]=2[CH:3]=[C:2]1[C:10]1[C:18]2[C:17]([O:19][CH:20]3[CH2:25][CH2:24][CH:23]([NH:26][CH3:27])[CH2:22][CH2:21]3)=[N:16][CH:15]=[N:14][C:13]=2[S:12][CH:11]=1.C=O.[BH3-][C:31]#N.[Na+]. The catalyst is CO. The product is [O:1]1[C:5]2[CH:6]=[CH:7][CH:8]=[CH:9][C:4]=2[CH:3]=[C:2]1[C:10]1[C:18]2[C:17]([O:19][CH:20]3[CH2:21][CH2:22][CH:23]([N:26]([CH3:31])[CH3:27])[CH2:24][CH2:25]3)=[N:16][CH:15]=[N:14][C:13]=2[S:12][CH:11]=1. The yield is 0.360. (5) The reactants are [Cl:1][C:2]1[CH:7]=[C:6]([Cl:8])[CH:5]=[CH:4][C:3]=1[C:9]1[N:10]=[C:11]([CH2:45][CH3:46])[C:12]([NH:17][C@H:18]2[C@@H:22]([O:23]C(=O)C3C=CC([N+]([O-])=O)=CC=3)[CH2:21][N:20]([C:35]([O:37][CH2:38][C:39]3[CH:44]=[CH:43][CH:42]=[CH:41][CH:40]=3)=[O:36])[CH2:19]2)=[N:13][C:14]=1[CH2:15][CH3:16].[Li+].[OH-].C(=O)(O)[O-].[Na+]. The catalyst is O1CCCC1.CO. The product is [Cl:1][C:2]1[CH:7]=[C:6]([Cl:8])[CH:5]=[CH:4][C:3]=1[C:9]1[N:10]=[C:11]([CH2:45][CH3:46])[C:12]([NH:17][C@H:18]2[C@@H:22]([OH:23])[CH2:21][N:20]([C:35]([O:37][CH2:38][C:39]3[CH:40]=[CH:41][CH:42]=[CH:43][CH:44]=3)=[O:36])[CH2:19]2)=[N:13][C:14]=1[CH2:15][CH3:16]. The yield is 0.500. (6) The reactants are Cl.[NH2:2][NH:3][C:4]([NH2:6])=[O:5].C([O-])(O)=O.[Na+].[CH3:12][C:13]([CH3:19])([CH3:18])[CH2:14][C:15](Cl)=O.[OH-].[Na+].Cl. The catalyst is O. The product is [CH2:14]([C:15]1[NH:6][C:4](=[O:5])[NH:3][N:2]=1)[C:13]([CH3:19])([CH3:18])[CH3:12]. The yield is 0.310.